From a dataset of Full USPTO retrosynthesis dataset with 1.9M reactions from patents (1976-2016). Predict the reactants needed to synthesize the given product. (1) Given the product [CH3:31][C:21]1[CH:26]=[CH:25][C:24]([S:27]([O:8][CH2:7][CH2:6][CH:2]2[CH2:3][CH2:4][CH2:5][O:1]2)(=[O:29])=[O:28])=[CH:23][CH:22]=1, predict the reactants needed to synthesize it. The reactants are: [O:1]1[CH2:5][CH2:4][CH2:3][CH:2]1[CH2:6][CH2:7][OH:8].C(N(CC)CC)C.Cl.CN(C)C.[C:21]1([CH3:31])[CH:26]=[CH:25][C:24]([S:27](Cl)(=[O:29])=[O:28])=[CH:23][CH:22]=1. (2) The reactants are: [CH:1](=O)[C:2]1[C:3](=[CH:5][CH:6]=[CH:7][CH:8]=1)[OH:4].[CH3:10][NH:11][CH3:12].[S:13]1[CH2:19][C:17](=[O:18])[NH:16][C:14]1=S. Given the product [CH3:10][N:11]([CH3:12])[C:14]1[S:13]/[C:19](=[CH:1]\[C:2]2[CH:8]=[CH:7][CH:6]=[CH:5][C:3]=2[OH:4])/[C:17](=[O:18])[N:16]=1, predict the reactants needed to synthesize it. (3) Given the product [Br:1][C:2]1[CH:3]=[C:4]([CH:8]2[CH2:13][CH2:12][N:11]([CH2:15][CH2:16][OH:17])[CH2:10][CH2:9]2)[CH:5]=[CH:6][CH:7]=1, predict the reactants needed to synthesize it. The reactants are: [Br:1][C:2]1[CH:3]=[C:4]([CH:8]2[CH2:13][CH2:12][NH:11][CH2:10][CH2:9]2)[CH:5]=[CH:6][CH:7]=1.Br[CH2:15][CH2:16][OH:17].C(=O)([O-])[O-].[K+].[K+]. (4) Given the product [Br:14][C:15]1[CH:16]=[CH:17][C:18]([O:23][CH3:24])=[C:19]([CH:20]([C:12]2[C:7]([F:6])=[N:8][C:9]([F:13])=[CH:10][CH:11]=2)[OH:21])[CH:22]=1, predict the reactants needed to synthesize it. The reactants are: C([Li])CCC.[F:6][C:7]1[CH:12]=[CH:11][CH:10]=[C:9]([F:13])[N:8]=1.[Br:14][C:15]1[CH:16]=[CH:17][C:18]([O:23][CH3:24])=[C:19]([CH:22]=1)[CH:20]=[O:21].[Cl-].[NH4+]. (5) The reactants are: [NH:1]1[C:5]2=[N:6][CH:7]=[CH:8][CH:9]=[C:4]2[C:3]([C:10]([O:12][CH3:13])=[O:11])=[N:2]1.C([O-])(=O)C.[Na+].[Br:19]Br. Given the product [Br:19][C:8]1[CH:9]=[C:4]2[C:3]([C:10]([O:12][CH3:13])=[O:11])=[N:2][NH:1][C:5]2=[N:6][CH:7]=1, predict the reactants needed to synthesize it. (6) Given the product [CH2:17]([S:24][C:2]1[C:7]([N+:8]([O-:10])=[O:9])=[CH:6][CH:5]=[CH:4][N:3]=1)[C:18]1[CH:23]=[CH:22][CH:21]=[CH:20][CH:19]=1, predict the reactants needed to synthesize it. The reactants are: Cl[C:2]1[C:7]([N+:8]([O-:10])=[O:9])=[CH:6][CH:5]=[CH:4][N:3]=1.C([O-])([O-])=O.[Na+].[Na+].[CH2:17]([SH:24])[C:18]1[CH:23]=[CH:22][CH:21]=[CH:20][CH:19]=1. (7) Given the product [CH2:1]([NH:8][CH:9]1[CH2:14][CH2:13][CH:12]([CH2:15][O:16][S:18]([C:21]2[CH:27]=[CH:26][C:24]([CH3:25])=[CH:23][CH:22]=2)(=[O:20])=[O:19])[CH2:11][CH:10]1[CH3:17])[C:2]1[CH:7]=[CH:6][CH:5]=[CH:4][CH:3]=1, predict the reactants needed to synthesize it. The reactants are: [CH2:1]([NH:8][CH:9]1[CH2:14][CH2:13][CH:12]([CH2:15][OH:16])[CH2:11][CH:10]1[CH3:17])[C:2]1[CH:7]=[CH:6][CH:5]=[CH:4][CH:3]=1.[S:18](Cl)([C:21]1[CH:27]=[CH:26][C:24]([CH3:25])=[CH:23][CH:22]=1)(=[O:20])=[O:19]. (8) Given the product [Br:21][C:22]1[CH:30]=[CH:29][CH:28]=[CH:27][C:23]=1[C:24]([N:17]1[CH2:16][CH:15]2[CH:19]([CH2:20][N:13]([C:9]3[N:8]=[C:7]([C:1]4[CH:2]=[CH:3][CH:4]=[CH:5][CH:6]=4)[CH:12]=[CH:11][N:10]=3)[CH2:14]2)[CH2:18]1)=[O:25], predict the reactants needed to synthesize it. The reactants are: [C:1]1([C:7]2[CH:12]=[CH:11][N:10]=[C:9]([N:13]3[CH2:20][CH:19]4[CH:15]([CH2:16][NH:17][CH2:18]4)[CH2:14]3)[N:8]=2)[CH:6]=[CH:5][CH:4]=[CH:3][CH:2]=1.[Br:21][C:22]1[CH:30]=[CH:29][CH:28]=[CH:27][C:23]=1[C:24](O)=[O:25]. (9) Given the product [F:29][C:30]1[CH:37]=[CH:36][C:33]([CH:34]([OH:35])[CH:15]2[CH2:14][CH2:13][CH2:12][CH2:11][N:10]3[C:16](=[O:18])[CH:17]=[C:7]([C:4]4[CH:5]=[CH:6][N:1]=[CH:2][N:3]=4)[N:8]=[C:9]23)=[C:32]([O:38][CH3:39])[CH:31]=1, predict the reactants needed to synthesize it. The reactants are: [N:1]1[CH:6]=[CH:5][C:4]([C:7]2[N:8]=[C:9]3[CH2:15][CH2:14][CH2:13][CH2:12][CH2:11][N:10]3[C:16](=[O:18])[CH:17]=2)=[N:3][CH:2]=1.C[Si]([N-][Si](C)(C)C)(C)C.[Li+].[F:29][C:30]1[CH:37]=[CH:36][C:33]([CH:34]=[O:35])=[C:32]([O:38][CH3:39])[CH:31]=1.